Dataset: Reaction yield outcomes from USPTO patents with 853,638 reactions. Task: Predict the reaction yield, written as a fraction of the theoretical maximum amount of product (1.0 means a 100% yield; for example, 0.34 means a 34% yield). (1) The reactants are CN(C)C=O.C(=O)([O-])[O-].[K+].[K+].I[C:13]1[C:18]([O:19][C:20]2[C:29]3[C:24](=[CH:25][C:26]([O:32][CH3:33])=[C:27]([O:30][CH3:31])[CH:28]=3)[N:23]=[CH:22][CH:21]=2)=[CH:17][CH:16]=[C:15]([CH3:34])[N:14]=1.[OH:35][C:36]1[CH:41]=[CH:40][C:39](B(O)O)=[CH:38][CH:37]=1. The catalyst is O. The product is [CH3:31][O:30][C:27]1[CH:28]=[C:29]2[C:24](=[CH:25][C:26]=1[O:32][CH3:33])[N:23]=[CH:22][CH:21]=[C:20]2[O:19][C:18]1[C:13]([C:39]2[CH:40]=[CH:41][C:36]([OH:35])=[CH:37][CH:38]=2)=[N:14][C:15]([CH3:34])=[CH:16][CH:17]=1. The yield is 0.750. (2) The reactants are [Cl:1][C:2]1[CH:7]=[CH:6][C:5]([S:8]([C:11]2([C:17]3[CH:22]=[C:21]([F:23])[CH:20]=[CH:19][C:18]=3[F:24])[CH2:16][CH2:15][S:14][CH2:13][CH2:12]2)(=[O:10])=[O:9])=[CH:4][CH:3]=1.ClC1C=CC=C(C(OO)=[O:33])C=1.CCCCCC. The catalyst is ClCCl.C(OCC)C. The product is [Cl:1][C:2]1[CH:7]=[CH:6][C:5]([S:8]([C:11]2([C:17]3[CH:22]=[C:21]([F:23])[CH:20]=[CH:19][C:18]=3[F:24])[CH2:16][CH2:15][S:14](=[O:33])[CH2:13][CH2:12]2)(=[O:9])=[O:10])=[CH:4][CH:3]=1. The yield is 0.790. (3) The reactants are [O:1]1[C:6]2[CH:7]=[CH:8][C:9]([C:11](=O)[CH3:12])=[CH:10][C:5]=2[O:4][CH2:3][CH2:2]1.[OH-].[NH4+:15].CO. The catalyst is [Ni].Cl. The product is [O:1]1[C:6]2[CH:7]=[CH:8][C:9]([CH:11]([NH2:15])[CH3:12])=[CH:10][C:5]=2[O:4][CH2:3][CH2:2]1. The yield is 0.660. (4) The reactants are [Br:1]Br.[CH3:3][O:4][C:5]([C:7]1[N:15]=[CH:14][C:13]2[NH:12][C:11]3[N:16]=[CH:17][CH:18]=[CH:19][C:10]=3[C:9]=2[CH:8]=1)=[O:6].C([O-])(=O)C.[Na+]. The catalyst is C(O)(=O)C. The product is [CH3:3][O:4][C:5]([C:7]1[N:15]=[CH:14][C:13]2[NH:12][C:11]3[N:16]=[CH:17][C:18]([Br:1])=[CH:19][C:10]=3[C:9]=2[CH:8]=1)=[O:6]. The yield is 1.00. (5) The reactants are [NH2:1][C@H:2]([C:4]1[CH:9]=[CH:8][C:7]([C:10]2[C:11]3[C:12]4[CH:25]=[CH:24][S:23][C:13]=4[C:14](=O)[NH:15][C:16]=3[CH:17]=[CH:18][C:19]=2[O:20]C)=[CH:6][CH:5]=1)[CH3:3].BrB(Br)Br. No catalyst specified. The product is [NH2:1][C@H:2]([C:4]1[CH:5]=[CH:6][C:7]([C:10]2[C:11]3[C:12]4[CH:25]=[CH:24][S:23][C:13]=4[CH:14]=[N:15][C:16]=3[CH:17]=[CH:18][C:19]=2[OH:20])=[CH:8][CH:9]=1)[CH3:3]. The yield is 0.220. (6) The reactants are [H-].[Na+].[F:3][C:4]([F:10])([CH3:9])[C:5]([CH3:8])([OH:7])[CH3:6].[C:11](=O)([O:19]C1C=CC=CN=1)[O:12][C:13]1[CH:18]=[CH:17][CH:16]=[CH:15][N:14]=1. The catalyst is C1COCC1.CCOC(C)=O. The product is [C:11](=[O:19])([O:12][C:13]1[CH:18]=[CH:17][CH:16]=[CH:15][N:14]=1)[O:7][C:5]([CH3:8])([C:4]([F:10])([F:3])[CH3:9])[CH3:6]. The yield is 0.138. (7) The reactants are I[C:2]1[CH:3]=[C:4]2[C:9](=[CH:10][CH:11]=1)[N:8]=[C:7]([C:12]1[CH:13]=[N:14][CH:15]=[CH:16][CH:17]=1)[N:6]=[C:5]2[OH:18].C1C=CC(P(C2C=CC=CC=2)C2C=CC=CC=2)=CC=1.[C:38]([O:42][CH3:43])(=[O:41])[CH:39]=[CH2:40].CCN(C(C)C)C(C)C. The catalyst is CN(C=O)C.CC([O-])=O.CC([O-])=O.[Pd+2]. The product is [OH:18][C:5]1[C:4]2[C:9](=[CH:10][CH:11]=[C:2]([CH:40]=[CH:39][C:38]([O:42][CH3:43])=[O:41])[CH:3]=2)[N:8]=[C:7]([C:12]2[CH:13]=[N:14][CH:15]=[CH:16][CH:17]=2)[N:6]=1. The yield is 0.490.